From a dataset of Forward reaction prediction with 1.9M reactions from USPTO patents (1976-2016). Predict the product of the given reaction. (1) The product is: [CH3:6][N:7]([CH3:8])[C:9]1[CH:10]=[C:11]([S:1]([Cl:5])(=[O:3])=[O:2])[CH:12]=[CH:13][CH:14]=1. Given the reactants [S:1]([Cl:5])(=O)(=[O:3])[OH:2].[CH3:6][N:7]([C:9]1[CH:14]=[CH:13][CH:12]=[CH:11][CH:10]=1)[CH3:8].[Cl-].[Na+].O.O, predict the reaction product. (2) The product is: [CH2:1]([NH:3][C:4]([NH:6][C:7]1[CH:12]=[C:11]([C:13]2[S:14][CH:15]=[C:16]([C:18]3[CH:23]=[CH:22][CH:21]=[C:20]([O:24][CH3:25])[N:19]=3)[N:17]=2)[C:10]([C:26]2[S:27][C:28]([C:37]3[O:38][C:41](=[O:42])[NH:40][N:39]=3)=[C:29]([C:31]3[N:35]([CH3:36])[N:34]=[CH:33][N:32]=3)[N:30]=2)=[CH:9][N:8]=1)=[O:5])[CH3:2]. Given the reactants [CH2:1]([NH:3][C:4]([NH:6][C:7]1[CH:12]=[C:11]([C:13]2[S:14][CH:15]=[C:16]([C:18]3[CH:23]=[CH:22][CH:21]=[C:20]([O:24][CH3:25])[N:19]=3)[N:17]=2)[C:10]([C:26]2[S:27][C:28]([C:37]([NH:39][NH2:40])=[O:38])=[C:29]([C:31]3[N:35]([CH3:36])[N:34]=[CH:33][N:32]=3)[N:30]=2)=[CH:9][N:8]=1)=[O:5])[CH3:2].[C:41](N1C=CN=C1)(N1C=CN=C1)=[O:42], predict the reaction product.